Dataset: Full USPTO retrosynthesis dataset with 1.9M reactions from patents (1976-2016). Task: Predict the reactants needed to synthesize the given product. The reactants are: [C:1]([O:18][CH2:19][CH:20]([O:31][C:32](=[O:48])[CH2:33][CH2:34][CH2:35][CH2:36][CH2:37][CH2:38][CH2:39][CH2:40][CH2:41][CH2:42][CH2:43][CH2:44][CH2:45][CH2:46][CH3:47])[C:21]([O:23]CC1C=CC=CC=1)=[O:22])(=[O:17])[CH2:2][CH2:3][CH2:4][CH2:5][CH2:6][CH2:7][CH2:8][CH2:9][CH2:10][CH2:11][CH2:12][CH2:13][CH2:14][CH2:15][CH3:16]. Given the product [C:32]([O:31][CH:20]([CH2:19][O:18][C:1](=[O:17])[CH2:2][CH2:3][CH2:4][CH2:5][CH2:6][CH2:7][CH2:8][CH2:9][CH2:10][CH2:11][CH2:12][CH2:13][CH2:14][CH2:15][CH3:16])[C:21]([OH:23])=[O:22])(=[O:48])[CH2:33][CH2:34][CH2:35][CH2:36][CH2:37][CH2:38][CH2:39][CH2:40][CH2:41][CH2:42][CH2:43][CH2:44][CH2:45][CH2:46][CH3:47], predict the reactants needed to synthesize it.